This data is from Catalyst prediction with 721,799 reactions and 888 catalyst types from USPTO. The task is: Predict which catalyst facilitates the given reaction. Reactant: [H-].[Na+].C[N:4]([CH:6]=O)[CH3:5].C(OP([CH2:16][C:17]1[CH:22]=[CH:21][C:20]([C:23]([OH:25])=[O:24])=[CH:19][CH:18]=1)(OCC)=O)C.[ClH:26]. Product: [Cl:26][C:5]1[N:4]=[CH:6][C:18](/[CH:19]=[CH:16]/[C:17]2[CH:18]=[CH:19][C:20]([C:23]([OH:25])=[O:24])=[CH:21][CH:22]=2)=[CH:17][CH:16]=1. The catalyst class is: 6.